From a dataset of Full USPTO retrosynthesis dataset with 1.9M reactions from patents (1976-2016). Predict the reactants needed to synthesize the given product. (1) Given the product [F:18][CH:19]([F:29])[C:20]1[CH:27]=[CH:26][C:23]([C:24]#[N:25])=[CH:22][C:21]=1[O:17][C:14]1[CH:13]=[CH:12][C:11]([O:10][CH2:9][CH2:8][O:7][CH:4]2[CH2:5][CH2:6][O:1][CH2:2][CH2:3]2)=[CH:16][CH:15]=1, predict the reactants needed to synthesize it. The reactants are: [O:1]1[CH2:6][CH2:5][CH:4]([O:7][CH2:8][CH2:9][O:10][C:11]2[CH:16]=[CH:15][C:14]([OH:17])=[CH:13][CH:12]=2)[CH2:3][CH2:2]1.[F:18][CH:19]([F:29])[C:20]1[CH:27]=[CH:26][C:23]([C:24]#[N:25])=[CH:22][C:21]=1F. (2) Given the product [CH3:21][O:22][C:23]([C@@H:25]1[CH2:29][C@H:28]([NH2:30])[CH2:27][N:26]1[CH2:31][CH:32]1[CH2:37][CH2:36][CH2:35][CH2:34]1)=[O:24], predict the reactants needed to synthesize it. The reactants are: FC(F)(F)C(O)=O.C(OC([C@@H]1C[C@H](N=[N+]=[N-])CN1)=O)C.[CH3:21][O:22][C:23]([C@@H:25]1[CH2:29][C@H:28]([NH2:30])[CH2:27][N:26]1[CH2:31][CH:32]1[CH2:37][CH2:36][CH2:35][CH2:34]C1)=[O:24].